This data is from Full USPTO retrosynthesis dataset with 1.9M reactions from patents (1976-2016). The task is: Predict the reactants needed to synthesize the given product. (1) Given the product [CH3:26][N:17]([CH2:18][CH2:19][N:20]1[CH2:21][CH2:22][O:23][CH2:24][CH2:25]1)[C:15](=[O:16])[C:14]1[CH:27]=[CH:28][CH:29]=[C:12]([C:11]([NH:10][C:7]2[CH:8]=[CH:9][C:4]([N:3]([CH3:1])[CH2:51][CH2:52][CH3:53])=[CH:5][C:6]=2[C:31]2[CH:36]=[C:35]([C:37](=[O:50])[NH:38][CH2:39][C:40]3[CH:45]=[CH:44][CH:43]=[C:42]([C:46]([F:49])([F:47])[F:48])[CH:41]=3)[CH:34]=[CH:33][N:32]=2)=[O:30])[CH:13]=1, predict the reactants needed to synthesize it. The reactants are: [CH2:1]([N:3]([CH2:51][CH3:52])[C:4]1[CH:9]=[CH:8][C:7]([NH:10][C:11](=[O:30])[C:12]2[CH:29]=[CH:28][CH:27]=[C:14]([C:15]([N:17]([CH3:26])[CH2:18][CH2:19][N:20]3[CH2:25][CH2:24][O:23][CH2:22][CH2:21]3)=[O:16])[CH:13]=2)=[C:6]([C:31]2[CH:36]=[C:35]([C:37](=[O:50])[NH:38][CH2:39][C:40]3[CH:45]=[CH:44][CH:43]=[C:42]([C:46]([F:49])([F:48])[F:47])[CH:41]=3)[CH:34]=[CH:33][N:32]=2)[CH:5]=1)C.[CH3:53]NCCC. (2) Given the product [C:1]1([C:7]2[N:8]([CH2:25][O:24][CH2:23][CH2:22][Si:21]([CH3:28])([CH3:27])[CH3:20])[CH:9]=[C:10]([C:12]3[CH:13]=[CH:14][N:15]=[CH:16][CH:17]=3)[N:11]=2)[CH:2]=[CH:3][CH:4]=[CH:5][CH:6]=1, predict the reactants needed to synthesize it. The reactants are: [C:1]1([C:7]2[NH:8][CH:9]=[C:10]([C:12]3[CH:17]=[CH:16][N:15]=[CH:14][CH:13]=3)[N:11]=2)[CH:6]=[CH:5][CH:4]=[CH:3][CH:2]=1.[H-].[Na+].[CH3:20][Si:21]([CH3:28])([CH3:27])[CH2:22][CH2:23][O:24][CH2:25]Cl.C(=O)([O-])O.[Na+].